From a dataset of Forward reaction prediction with 1.9M reactions from USPTO patents (1976-2016). Predict the product of the given reaction. (1) Given the reactants [C:1]([CH2:3][C:4]1([N:15]2[CH:19]=[C:18]([C:20]3[N:25]4[CH:26]=[CH:27][N:28]=[C:24]4[CH:23]=[C:22]([C:29]4[CH:30]=[N:31][N:32]([CH3:34])[CH:33]=4)[N:21]=3)[CH:17]=[N:16]2)[CH2:7][N:6](C(OC(C)(C)C)=O)[CH2:5]1)#[N:2].[ClH:35], predict the reaction product. The product is: [ClH:35].[ClH:35].[ClH:35].[CH3:34][N:32]1[CH:33]=[C:29]([C:22]2[N:21]=[C:20]([C:18]3[CH:17]=[N:16][N:15]([C:4]4([CH2:3][C:1]#[N:2])[CH2:7][NH:6][CH2:5]4)[CH:19]=3)[N:25]3[CH:26]=[CH:27][N:28]=[C:24]3[CH:23]=2)[CH:30]=[N:31]1. (2) Given the reactants [CH3:1][NH:2][C:3]1[N:8]=[C:7]([NH:9][CH2:10][CH2:11][CH3:12])[N:6]=[C:5]([NH:13][CH2:14][C:15]#[CH:16])[N:4]=1.[OH:17][S:18]([OH:21])(=[O:20])=[O:19], predict the reaction product. The product is: [S:18]([OH:21])([OH:20])(=[O:19])=[O:17].[CH3:1][NH:2][C:3]1[N:4]=[C:5]([NH:13][CH2:14][CH2:15][CH3:16])[N:6]=[C:7]([NH:9][CH2:10][C:11]#[CH:12])[N:8]=1. (3) Given the reactants [CH:1]1([NH:7][C:8](=[O:32])[CH2:9][CH2:10][CH2:11][C:12]2[CH:13]=[CH:14][CH:15]=[C:16]3[C:21]=2[CH:20]=[C:19]([S:22][CH:23]([C:29](=O)[CH3:30])[C:24]([O:26][CH2:27][CH3:28])=[O:25])[CH:18]=[CH:17]3)[CH2:6][CH2:5][CH2:4][CH2:3][CH2:2]1.S(=O)(=O)(O)O, predict the reaction product. The product is: [CH:1]1([NH:7][C:8](=[O:32])[CH2:9][CH2:10][CH2:11][C:12]2[CH:13]=[CH:14][CH:15]=[C:16]3[C:21]=2[C:20]2[C:29]([CH3:30])=[C:23]([C:24]([O:26][CH2:27][CH3:28])=[O:25])[S:22][C:19]=2[CH:18]=[CH:17]3)[CH2:6][CH2:5][CH2:4][CH2:3][CH2:2]1. (4) Given the reactants [CH3:1][O:2][C:3]1[CH:4]=[C:5]2[C:10](=[CH:11][C:12]=1[O:13][CH3:14])[N:9]=[CH:8][N:7]=[C:6]2[O:15][C:16]1[CH:22]=[CH:21][C:19]([NH2:20])=[CH:18][CH:17]=1.Cl[C:24](Cl)([O:26][C:27](=[O:33])OC(Cl)(Cl)Cl)Cl.[CH3:35][N:36]1[CH2:41]C[CH2:39][CH:38](O)[CH2:37]1.C(=O)(O)[O-].[Na+], predict the reaction product. The product is: [CH3:1][O:2][C:3]1[CH:4]=[C:5]2[C:10](=[CH:11][C:12]=1[O:13][CH3:14])[N:9]=[CH:8][N:7]=[C:6]2[O:15][C:16]1[CH:22]=[CH:21][C:19]([NH:20][C:27](=[O:33])[O:26][CH:24]2[CH2:39][CH2:38][CH2:37][N:36]([CH3:41])[CH2:35]2)=[CH:18][CH:17]=1. (5) Given the reactants Br[C:2]1[CH:7]=[CH:6][C:5]([Br:8])=[CH:4][N:3]=1.[C:9]([Si:13]([C:16]#[CH:17])([CH3:15])[CH3:14])([CH3:12])([CH3:11])[CH3:10], predict the reaction product. The product is: [Br:8][C:5]1[CH:6]=[CH:7][C:2]([C:17]#[C:16][Si:13]([C:9]([CH3:12])([CH3:11])[CH3:10])([CH3:15])[CH3:14])=[N:3][CH:4]=1. (6) Given the reactants ClC1C=C(C=CC=1)C(OO)=O.[CH3:12][C:13]([CH3:39])([S:35]([NH2:38])(=[O:37])=[O:36])[CH2:14][CH2:15][CH2:16][N:17]1[C:29]2[C:28]3[CH:27]=[CH:26][C:25]([Br:30])=[CH:24][C:23]=3[N:22]=[CH:21][C:20]=2[N:19]=[C:18]1[CH2:31][O:32][CH2:33][CH3:34].[OH-].[NH4+:41].C1(C)C=CC(S(Cl)(=O)=O)=CC=1, predict the reaction product. The product is: [CH3:39][C:13]([CH3:12])([S:35]([NH2:38])(=[O:36])=[O:37])[CH2:14][CH2:15][CH2:16][N:17]1[C:29]2[C:28]3[CH:27]=[CH:26][C:25]([Br:30])=[CH:24][C:23]=3[N:22]=[C:21]([NH2:41])[C:20]=2[N:19]=[C:18]1[CH2:31][O:32][CH2:33][CH3:34].